From a dataset of Forward reaction prediction with 1.9M reactions from USPTO patents (1976-2016). Predict the product of the given reaction. (1) Given the reactants [NH2:1][C:2]([C:4]1[CH:13]=[CH:12][C:7]([C:8]([O:10][CH3:11])=[O:9])=[C:6]([Cl:14])[CH:5]=1)=O.C(N(CC)CC)C.FC(F)(F)C(OC(=O)C(F)(F)F)=O.O, predict the reaction product. The product is: [Cl:14][C:6]1[CH:5]=[C:4]([C:2]#[N:1])[CH:13]=[CH:12][C:7]=1[C:8]([O:10][CH3:11])=[O:9]. (2) Given the reactants [CH2:1]([NH:3][C:4]1[CH:9]=[C:8]([O:10][CH3:11])[CH:7]=[CH:6][C:5]=1[CH:12]1[CH2:21][CH2:20][C:19]2[CH:18]=[C:17]([O:22][C:23](=[O:28])[C:24]([CH3:27])([CH3:26])[CH3:25])[CH:16]=[CH:15][C:14]=2[CH2:13]1)[CH3:2].[C:29]([O:33][C:34](=[O:49])[NH:35][C:36]([CH3:48])([CH3:47])[CH2:37][O:38][C:39]1[CH:44]=[CH:43][C:42]([CH:45]=O)=[CH:41][CH:40]=1)([CH3:32])([CH3:31])[CH3:30], predict the reaction product. The product is: [C:29]([O:33][C:34]([NH:35][C:36]([CH3:48])([CH3:47])[CH2:37][O:38][C:39]1[CH:40]=[CH:41][C:42]([CH2:45][CH2:2][CH2:1][NH:3][C:4]2[CH:9]=[C:8]([O:10][CH3:11])[CH:7]=[CH:6][C:5]=2[CH:12]2[CH2:21][CH2:20][C:19]3[CH:18]=[C:17]([O:22][C:23](=[O:28])[C:24]([CH3:27])([CH3:26])[CH3:25])[CH:16]=[CH:15][C:14]=3[CH2:13]2)=[CH:43][CH:44]=1)=[O:49])([CH3:32])([CH3:30])[CH3:31]. (3) Given the reactants [CH3:1][S-:2].[Na+].Cl[C:5]1[CH:10]=[C:9]([Sn:11]([CH2:20][CH2:21][CH2:22][CH3:23])([CH2:16][CH2:17][CH2:18][CH3:19])[CH2:12][CH2:13][CH2:14][CH3:15])[N:8]=[C:7]([CH3:24])[N:6]=1, predict the reaction product. The product is: [CH3:24][C:7]1[N:6]=[C:5]([S:2][CH3:1])[CH:10]=[C:9]([Sn:11]([CH2:20][CH2:21][CH2:22][CH3:23])([CH2:16][CH2:17][CH2:18][CH3:19])[CH2:12][CH2:13][CH2:14][CH3:15])[N:8]=1. (4) Given the reactants [F:1][C:2]1[CH:8]=[C:7]([I:9])[CH:6]=[CH:5][C:3]=1[NH2:4].[C:10](OC(=O)C)(=[O:12])[CH3:11], predict the reaction product. The product is: [F:1][C:2]1[CH:8]=[C:7]([I:9])[CH:6]=[CH:5][C:3]=1[NH:4][C:10](=[O:12])[CH3:11]. (5) Given the reactants [O:1]1[CH2:6][CH2:5][CH2:4][CH2:3][CH:2]1[N:7]1[CH:11]=[CH:10][C:9]([CH2:12][CH2:13][NH2:14])=[N:8]1.[N:15]1[N:16]([C:20]2[CH:28]=[CH:27][CH:26]=[CH:25][C:21]=2[C:22](O)=[O:23])[N:17]=[CH:18][CH:19]=1, predict the reaction product. The product is: [O:1]1[CH2:6][CH2:5][CH2:4][CH2:3][CH:2]1[N:7]1[CH:11]=[CH:10][C:9]([CH2:12][CH2:13][NH:14][C:22](=[O:23])[C:21]2[CH:25]=[CH:26][CH:27]=[CH:28][C:20]=2[N:16]2[N:17]=[CH:18][CH:19]=[N:15]2)=[N:8]1. (6) Given the reactants [F:1][C:2]1([F:14])[O:7][C:6]2[CH:8]=[CH:9][CH:10]=[CH:11][C:5]=2[O:4][C:3]1([F:13])[F:12].[B:15]1(B2OC(C)(C)C(C)(C)O2)[O:19]C(C)(C)C(C)(C)[O:16]1.O1CCOCC1.I(O)(=O)(=O)=O, predict the reaction product. The product is: [F:13][C:3]1([F:12])[O:4][C:5]2[CH:11]=[CH:10][C:9]([B:15]([OH:19])[OH:16])=[CH:8][C:6]=2[O:7][C:2]1([F:1])[F:14]. (7) The product is: [CH2:1]([O:3][C:4](=[O:25])[C:5]1[CH:10]=[CH:9][CH:8]=[C:7]([N:11]2[C:15]([CH3:16])=[CH:14][CH:13]=[C:12]2[C:17]2[CH:22]=[C:21]([Br:23])[CH:20]=[CH:19][C:18]=2[O:24][CH2:32][C:33]2[CH:40]=[CH:39][CH:38]=[CH:37][C:34]=2[CH3:35])[CH:6]=1)[CH3:2]. Given the reactants [CH2:1]([O:3][C:4](=[O:25])[C:5]1[CH:10]=[CH:9][CH:8]=[C:7]([N:11]2[C:15]([CH3:16])=[CH:14][CH:13]=[C:12]2[C:17]2[CH:22]=[C:21]([Br:23])[CH:20]=[CH:19][C:18]=2[OH:24])[CH:6]=1)[CH3:2].C(=O)([O-])[O-].[K+].[K+].[CH3:32][C:33]1[CH:40]=[CH:39][CH:38]=[CH:37][C:34]=1[CH2:35]Br, predict the reaction product. (8) Given the reactants [Br:1][C:2]1[CH:3]=[C:4]([C:11]([CH3:22])([CH3:21])[CH2:12][C:13]([C:17]([F:20])([F:19])[F:18])([OH:16])[CH2:14][OH:15])[C:5]2[O:9][CH2:8][CH2:7][C:6]=2[CH:10]=1.O.[C:24]1(C)[CH:29]=CC(S(O)(=O)=O)=C[CH:25]=1, predict the reaction product. The product is: [Br:1][C:2]1[CH:3]=[C:4]([C:11]([CH3:22])([CH3:21])[CH2:12][C:13]2([C:17]([F:20])([F:18])[F:19])[CH2:14][O:15][C:24]([CH3:29])([CH3:25])[O:16]2)[C:5]2[O:9][CH2:8][CH2:7][C:6]=2[CH:10]=1.